From a dataset of Catalyst prediction with 721,799 reactions and 888 catalyst types from USPTO. Predict which catalyst facilitates the given reaction. (1) Product: [Cl:12][CH2:8][C:7]1[C:2]([F:1])=[N:3][CH:4]=[CH:5][CH:6]=1. Reactant: [F:1][C:2]1[C:7]([CH2:8]O)=[CH:6][CH:5]=[CH:4][N:3]=1.O=S(Cl)[Cl:12]. The catalyst class is: 2. (2) Reactant: [CH2:1]([N:3]([CH2:25][C:26]1[CH:31]=[CH:30][C:29]([C:32]([F:35])([F:34])[F:33])=[CH:28][CH:27]=1)[C:4](=[O:24])[CH2:5][C:6]1[CH:11]=[CH:10][C:9]([S:12][CH2:13][C:14]2[CH:23]=[CH:22][CH:21]=[CH:20][C:15]=2[C:16]([O:18]C)=[O:17])=[CH:8][CH:7]=1)[CH3:2].[OH-].[Li+]. Product: [CH2:1]([N:3]([CH2:25][C:26]1[CH:27]=[CH:28][C:29]([C:32]([F:34])([F:33])[F:35])=[CH:30][CH:31]=1)[C:4](=[O:24])[CH2:5][C:6]1[CH:11]=[CH:10][C:9]([S:12][CH2:13][C:14]2[CH:23]=[CH:22][CH:21]=[CH:20][C:15]=2[C:16]([OH:18])=[O:17])=[CH:8][CH:7]=1)[CH3:2]. The catalyst class is: 20. (3) Reactant: [C:1]([Br:5])(Br)(Br)[Br:2].C1(P(C2C=CC=CC=2)C2C=CC=CC=2)C=CC=CC=1.[Si:25]([O:32][C@H:33]([CH2:38][C@H:39]([O:41][Si:42]([C:45]([CH3:48])([CH3:47])[CH3:46])([CH3:44])[CH3:43])[CH3:40])[C@H:34]([CH3:37])[CH:35]=O)([C:28]([CH3:31])([CH3:30])[CH3:29])([CH3:27])[CH3:26].C([O-])(O)=O.[Na+]. Product: [Si:42]([O:41][C@@H:39]([CH2:38][C@@H:33]([O:32][Si:25]([C:28]([CH3:29])([CH3:30])[CH3:31])([CH3:26])[CH3:27])[C@H:34]([CH3:37])[CH:35]=[C:1]([Br:5])[Br:2])[CH3:40])([C:45]([CH3:48])([CH3:47])[CH3:46])([CH3:44])[CH3:43]. The catalyst class is: 236. (4) Reactant: [CH3:1][C:2](=[CH2:6])[CH2:3][Mg]Cl.[F:7][C:8]([F:17])([F:16])[C:9](=[O:15])[C:10]([O:12][CH2:13][CH3:14])=[O:11]. Product: [CH2:13]([O:12][C:10](=[O:11])[C:9]([OH:15])([C:8]([F:16])([F:17])[F:7])[CH2:3][C:2]([CH3:6])=[CH2:1])[CH3:14]. The catalyst class is: 1. (5) Reactant: C([N:4]1[C:12]2[C:7](=[CH:8][CH:9]=[C:10]([C:13]([O:15]C)=[O:14])[CH:11]=2)[C:6](=[C:17]([O:24]C)[C:18]2[CH:23]=[CH:22][CH:21]=[CH:20][CH:19]=2)[C:5]1=[O:26])(=O)C.[OH-].[Na+].Cl. Product: [OH:24][C:17](=[C:6]1[C:7]2[C:12](=[CH:11][C:10]([C:13]([OH:15])=[O:14])=[CH:9][CH:8]=2)[NH:4][C:5]1=[O:26])[C:18]1[CH:19]=[CH:20][CH:21]=[CH:22][CH:23]=1. The catalyst class is: 5.